The task is: Predict the product of the given reaction.. This data is from Forward reaction prediction with 1.9M reactions from USPTO patents (1976-2016). Given the reactants [C:1]([C:3]1[CH:4]=[N:5][N:6]2[C:11]([C:12]([F:15])([F:14])[F:13])=[CH:10][C:9]([C:16]3[CH:21]=[CH:20][C:19]([C:22]([F:25])([F:24])[F:23])=[CH:18][CH:17]=3)=[N:8][C:7]=12)#[CH:2].Br[C:27]1[CH:28]=[C:29]([S:33]([NH:36][CH2:37][CH2:38][N:39]([CH3:41])[CH3:40])(=[O:35])=[O:34])[CH:30]=[CH:31][CH:32]=1, predict the reaction product. The product is: [CH3:40][N:39]([CH3:41])[CH2:38][CH2:37][NH:36][S:33]([C:29]1[CH:30]=[CH:31][CH:32]=[C:27]([C:2]#[C:1][C:3]2[CH:4]=[N:5][N:6]3[C:11]([C:12]([F:14])([F:13])[F:15])=[CH:10][C:9]([C:16]4[CH:21]=[CH:20][C:19]([C:22]([F:25])([F:24])[F:23])=[CH:18][CH:17]=4)=[N:8][C:7]=23)[CH:28]=1)(=[O:34])=[O:35].